From a dataset of Merck oncology drug combination screen with 23,052 pairs across 39 cell lines. Regression. Given two drug SMILES strings and cell line genomic features, predict the synergy score measuring deviation from expected non-interaction effect. (1) Drug 1: COC12C(COC(N)=O)C3=C(C(=O)C(C)=C(N)C3=O)N1CC1NC12. Synergy scores: synergy=88.9. Drug 2: Cc1nc(Nc2ncc(C(=O)Nc3c(C)cccc3Cl)s2)cc(N2CCN(CCO)CC2)n1. Cell line: OVCAR3. (2) Drug 1: C=CCn1c(=O)c2cnc(Nc3ccc(N4CCN(C)CC4)cc3)nc2n1-c1cccc(C(C)(C)O)n1. Drug 2: Cc1nc(Nc2ncc(C(=O)Nc3c(C)cccc3Cl)s2)cc(N2CCN(CCO)CC2)n1. Cell line: HT144. Synergy scores: synergy=0.389. (3) Drug 1: CCN(CC)CCNC(=O)c1c(C)[nH]c(C=C2C(=O)Nc3ccc(F)cc32)c1C. Drug 2: CCc1c2c(nc3ccc(O)cc13)-c1cc3c(c(=O)n1C2)COC(=O)C3(O)CC. Cell line: NCIH460. Synergy scores: synergy=19.5. (4) Drug 1: CC(=O)OC1C(=O)C2(C)C(O)CC3OCC3(OC(C)=O)C2C(OC(=O)c2ccccc2)C2(O)CC(OC(=O)C(O)C(NC(=O)c3ccccc3)c3ccccc3)C(C)=C1C2(C)C. Drug 2: CC1(c2nc3c(C(N)=O)cccc3[nH]2)CCCN1. Cell line: MDAMB436. Synergy scores: synergy=12.4. (5) Drug 2: NC1(c2ccc(-c3nc4ccn5c(=O)[nH]nc5c4cc3-c3ccccc3)cc2)CCC1. Drug 1: NC(=O)c1cccc2cn(-c3ccc(C4CCCNC4)cc3)nc12. Synergy scores: synergy=34.6. Cell line: OCUBM. (6) Drug 1: COc1cccc2c1C(=O)c1c(O)c3c(c(O)c1C2=O)CC(O)(C(=O)CO)CC3OC1CC(N)C(O)C(C)O1. Drug 2: Cn1c(=O)n(-c2ccc(C(C)(C)C#N)cc2)c2c3cc(-c4cnc5ccccc5c4)ccc3ncc21. Cell line: ZR751. Synergy scores: synergy=19.3.